The task is: Predict the reaction yield, written as a fraction of the theoretical maximum amount of product (1.0 means a 100% yield; for example, 0.34 means a 34% yield).. This data is from Reaction yield outcomes from USPTO patents with 853,638 reactions. (1) The reactants are Cl[C:2]1[C:11]2[C:6](=[CH:7][CH:8]=[CH:9][CH:10]=2)[N:5]([CH2:12][C:13]2[CH:18]=[CH:17][C:16]([F:19])=[CH:15][CH:14]=2)[C:4](=[O:20])[C:3]=1[C:21]#[N:22].[NH:23]1[CH2:28][CH2:27][NH:26][CH2:25][CH2:24]1. The catalyst is ClCCl. The product is [F:19][C:16]1[CH:17]=[CH:18][C:13]([CH2:12][N:5]2[C:6]3[C:11](=[CH:10][CH:9]=[CH:8][CH:7]=3)[C:2]([N:23]3[CH2:28][CH2:27][NH:26][CH2:25][CH2:24]3)=[C:3]([C:21]#[N:22])[C:4]2=[O:20])=[CH:14][CH:15]=1. The yield is 0.980. (2) The reactants are [CH2:1]([CH:3]([CH2:35][CH3:36])[CH:4]([NH:17][C:18]1[CH:23]=[CH:22][C:21]([C:24]([N:26]([CH3:34])[CH2:27][CH2:28][C:29]([O:31]CC)=[O:30])=[O:25])=[CH:20][CH:19]=1)[C:5]1[O:6][C:7]2[CH:14]=[CH:13][C:12]([O:15][CH3:16])=[CH:11][C:8]=2[C:9]=1[CH3:10])[CH3:2].O1CCCC1.[OH-].[Na+]. The catalyst is C(O)C. The product is [CH2:35]([CH:3]([CH2:1][CH3:2])[CH:4]([NH:17][C:18]1[CH:19]=[CH:20][C:21]([C:24]([N:26]([CH3:34])[CH2:27][CH2:28][C:29]([OH:31])=[O:30])=[O:25])=[CH:22][CH:23]=1)[C:5]1[O:6][C:7]2[CH:14]=[CH:13][C:12]([O:15][CH3:16])=[CH:11][C:8]=2[C:9]=1[CH3:10])[CH3:36]. The yield is 0.940. (3) The reactants are [CH:1]([O:3][CH2:4][CH2:5][CH2:6][CH2:7][OH:8])=[CH2:2].[OH-].[Na+].[CH2:11]([CH:13]1[O:15][CH2:14]1)Cl.[Cl-].[Na+]. No catalyst specified. The product is [CH2:11]([O:8][CH2:7][CH2:6][CH2:5][CH2:4][O:3][CH:1]=[CH2:2])[CH:13]1[O:15][CH2:14]1. The yield is 0.940. (4) The reactants are [CH3:1][O:2][C:3]1[CH:8]=[CH:7][C:6]([NH2:9])=[CH:5][CH:4]=1.[C:10]([O:14][CH2:15][CH3:16])(=[O:13])[CH:11]=O.S([O-])([O-])(=O)=O.[Mg+2].C(N(CC)CC)C.[CH2:30]([O:37][CH2:38][C:39](Cl)=[O:40])[C:31]1[CH:36]=[CH:35][CH:34]=[CH:33][CH:32]=1. The catalyst is ClCCl.C1(C)C=CC=CC=1. The product is [CH2:30]([O:37][C@@H:38]1[C:39](=[O:40])[N:9]([C:6]2[CH:7]=[CH:8][C:3]([O:2][CH3:1])=[CH:4][CH:5]=2)[C@@H:11]1[C:10]([O:14][CH2:15][CH3:16])=[O:13])[C:31]1[CH:36]=[CH:35][CH:34]=[CH:33][CH:32]=1. The yield is 0.690.